Dataset: TCR-epitope binding with 47,182 pairs between 192 epitopes and 23,139 TCRs. Task: Binary Classification. Given a T-cell receptor sequence (or CDR3 region) and an epitope sequence, predict whether binding occurs between them. (1) The epitope is NLNESLIDL. The TCR CDR3 sequence is CASSQERRGTYNEQFF. Result: 0 (the TCR does not bind to the epitope). (2) The epitope is KLNVGDYFV. The TCR CDR3 sequence is CSVERGAGNYGYTF. Result: 1 (the TCR binds to the epitope). (3) The epitope is IQYIDIGNY. The TCR CDR3 sequence is CASSLRGNEGFYNEQFF. Result: 0 (the TCR does not bind to the epitope). (4) The epitope is PKYVKQNTLKLAT. The TCR CDR3 sequence is CASTQGVLTYEQYF. Result: 1 (the TCR binds to the epitope). (5) The TCR CDR3 sequence is CSAENSGQSSSYEQYF. The epitope is FLYNLLTRV. Result: 0 (the TCR does not bind to the epitope). (6) Result: 0 (the TCR does not bind to the epitope). The TCR CDR3 sequence is CASSQEPEGHEQYF. The epitope is LQPFPQPELPYPQPQ.